The task is: Predict the product of the given reaction.. This data is from Forward reaction prediction with 1.9M reactions from USPTO patents (1976-2016). (1) Given the reactants C[O:2][C:3](=[O:41])[C:4]([CH3:40])([CH3:39])[CH2:5][CH2:6][O:7][C:8]1[CH:13]=[CH:12][C:11]([C:14]([N:16]2[C:25]3[C:20](=[CH:21][CH:22]=[CH:23][CH:24]=3)[C@H:19]([N:26]([C:34](=[O:36])[CH3:35])[C:27]3[CH:32]=[CH:31][C:30]([Cl:33])=[CH:29][CH:28]=3)[CH2:18][C@@H:17]2[CH3:37])=[O:15])=[CH:10][C:9]=1[F:38].[OH-].[Li+].Cl, predict the reaction product. The product is: [C:34]([N:26]([C:27]1[CH:28]=[CH:29][C:30]([Cl:33])=[CH:31][CH:32]=1)[C@H:19]1[C:20]2[C:25](=[CH:24][CH:23]=[CH:22][CH:21]=2)[N:16]([C:14]([C:11]2[CH:12]=[CH:13][C:8]([O:7][CH2:6][CH2:5][C:4]([CH3:40])([CH3:39])[C:3]([OH:41])=[O:2])=[C:9]([F:38])[CH:10]=2)=[O:15])[C@@H:17]([CH3:37])[CH2:18]1)(=[O:36])[CH3:35]. (2) Given the reactants C(N(CC)CC)C.[F:8][C:9]1[CH:10]=[CH:11][C:12]([S:19](=[O:37])(=[O:36])[NH:20][C:21]2[CH:22]=[CH:23][C:24]3[C@H:25]4[CH2:35][C@H:26]4[CH2:27][O:28][C:29]=3[C:30]=2[C:31]([O:33][CH3:34])=[O:32])=[C:13]([CH2:15][C:16](O)=[O:17])[CH:14]=1.[CH2:38]([N:40]1[CH2:44][CH2:43][C@@H:42]([NH2:45])[CH2:41]1)[CH3:39].CCN=C=NCCCN(C)C, predict the reaction product. The product is: [CH2:38]([N:40]1[CH2:44][CH2:43][C@@H:42]([NH:45][C:16]([CH2:15][C:13]2[CH:14]=[C:9]([F:8])[CH:10]=[CH:11][C:12]=2[S:19]([NH:20][C:21]2[C:30]([C:31]([O:33][CH3:34])=[O:32])=[C:29]3[C:24]([C@H:25]4[CH2:35][C@H:26]4[CH2:27][O:28]3)=[CH:23][CH:22]=2)(=[O:37])=[O:36])=[O:17])[CH2:41]1)[CH3:39]. (3) The product is: [O:12]=[C:8]1[CH2:7][CH2:6][CH2:5][C:4]2[N:3]=[C:2]([C:13]#[N:14])[CH:11]=[CH:10][C:9]1=2. Given the reactants Cl[C:2]1[CH:11]=[CH:10][C:9]2[C:8](=[O:12])[CH2:7][CH2:6][CH2:5][C:4]=2[N:3]=1.[CH3:13][N:14](C)C(=O)C, predict the reaction product. (4) The product is: [CH3:31][CH2:30][NH:29][CH2:28][CH2:27][CH2:26][CH:25]([NH:24][C:18]1[CH:19]=[CH:20][N:21]=[C:22]2[CH:23]=[C:14]([Cl:13])[CH:15]=[CH:16][C:17]=12)[CH3:34]. Given the reactants O=C1O[C@H]([C@H](CO)O)C(O)=C1O.[Cl:13][C:14]1[CH:23]=[C:22]2[C:17]([C:18]([NH:24][CH:25]([CH3:34])[CH2:26][CH2:27][CH2:28][N:29](CC)[CH2:30][CH3:31])=[CH:19][CH:20]=[N:21]2)=[CH:16][CH:15]=1, predict the reaction product. (5) Given the reactants [CH2:1]([NH:3][C:4]1[N:14]=[C:13]([C:15]([F:18])([F:17])[F:16])[CH:12]=[CH:11][C:5]=1[C:6]([O:8]CC)=[O:7])[CH3:2].[OH-].[Na+], predict the reaction product. The product is: [CH2:1]([NH:3][C:4]1[N:14]=[C:13]([C:15]([F:18])([F:16])[F:17])[CH:12]=[CH:11][C:5]=1[C:6]([OH:8])=[O:7])[CH3:2]. (6) Given the reactants [C:1]1([CH2:7][CH2:8][C:9]2[N:13]3[CH:14]=[C:15]([C:18](OC)=[O:19])[CH:16]=[CH:17][C:12]3=[CH:11][N:10]=2)[CH:6]=[CH:5][CH:4]=[CH:3][CH:2]=1.[H-].[H-].[H-].[H-].[Li+].[Al+3].[O-]S([O-])(=O)=O.[Na+].[Na+], predict the reaction product. The product is: [C:1]1([CH2:7][CH2:8][C:9]2[N:13]3[CH:14]=[C:15]([CH2:18][OH:19])[CH:16]=[CH:17][C:12]3=[CH:11][N:10]=2)[CH:2]=[CH:3][CH:4]=[CH:5][CH:6]=1. (7) The product is: [C:1]([C:5]1[N:6]=[C:7]([N:16]2[CH2:20][CH2:19][C:18]([F:21])([F:22])[CH2:17]2)[C:8]2[C:9](=[N:11][N:12]([CH2:14][CH2:15][C:46]3[CH:51]=[CH:50][CH:49]=[CH:48][CH:47]=3)[N:13]=2)[N:10]=1)([CH3:2])([CH3:3])[CH3:4]. Given the reactants [C:1]([C:5]1[N:6]=[C:7]([N:16]2[CH2:20][CH2:19][C:18]([F:22])([F:21])[CH2:17]2)[C:8]2[C:9](=[N:11][N:12]([CH2:14][CH3:15])[N:13]=2)[N:10]=1)([CH3:4])([CH3:3])[CH3:2].C(C1N=C(N2CCC(F)(F)C2)C2N=NNC=2N=1)(C)(C)C.BrCC[C:46]1[CH:51]=[CH:50][CH:49]=[CH:48][CH:47]=1, predict the reaction product.